This data is from Reaction yield outcomes from USPTO patents with 853,638 reactions. The task is: Predict the reaction yield, written as a fraction of the theoretical maximum amount of product (1.0 means a 100% yield; for example, 0.34 means a 34% yield). The reactants are [CH3:1][C:2]([NH:14]C(=O)C)([C:4]1[CH:5]=[N:6][C:7]([C:10]([F:13])([F:12])[F:11])=[CH:8][CH:9]=1)[CH3:3].Cl.O.[OH-].[Na+]. The yield is 0.743. The product is [CH3:3][C:2]([NH2:14])([C:4]1[CH:5]=[N:6][C:7]([C:10]([F:12])([F:13])[F:11])=[CH:8][CH:9]=1)[CH3:1]. The catalyst is COC(C)(C)C.